Dataset: Full USPTO retrosynthesis dataset with 1.9M reactions from patents (1976-2016). Task: Predict the reactants needed to synthesize the given product. Given the product [O:27]=[S:24]1(=[O:4])[CH:25]=[CH:26][CH:21]([C:20]2[C:19]([F:28])=[CH:18][C:17]([N:29]3[CH2:33][C@H:32]([CH2:34][NH:35][C:36](=[O:38])[CH3:37])[O:31][C:30]3=[O:39])=[CH:16][C:15]=2[F:14])[CH2:22][CH2:23]1, predict the reactants needed to synthesize it. The reactants are: FC(F)(F)C(OC(=O)C(F)(F)F)=[O:4].[F:14][C:15]1[CH:16]=[C:17]([N:29]2[CH2:33][C@H:32]([CH2:34][NH:35][C:36](=[O:38])[CH3:37])[O:31][C:30]2=[O:39])[CH:18]=[C:19]([F:28])[C:20]=1[CH:21]1[CH2:26][CH2:25][S:24](=[O:27])[CH2:23][CH2:22]1.CN1CCOCC1.